Dataset: Full USPTO retrosynthesis dataset with 1.9M reactions from patents (1976-2016). Task: Predict the reactants needed to synthesize the given product. (1) Given the product [CH3:12][O:11][C:6]1[CH:7]=[CH:8][CH:9]=[CH:10][C:5]=1[C:3]1[CH:19]=[C:14]2[N:13]([CH:2]=1)[CH:18]=[CH:17][CH:16]=[CH:15]2, predict the reactants needed to synthesize it. The reactants are: Br[CH2:2][C:3]([C:5]1[CH:10]=[CH:9][CH:8]=[CH:7][C:6]=1[O:11][CH3:12])=O.[N:13]1[CH:18]=[CH:17][CH:16]=[CH:15][C:14]=1[CH3:19].C(=O)([O-])[O-].[K+].[K+]. (2) Given the product [NH:8]1[CH2:13][CH2:12][CH2:11][CH:10]([N:14]2[C:18]([C:19]3[CH:41]=[CH:40][C:22]4[C:23]5[N:24]([CH:28]=[CH:29][N:30]=5)[CH2:25][CH2:26][O:27][C:21]=4[CH:20]=3)=[CH:17][CH:16]=[N:15]2)[CH2:9]1, predict the reactants needed to synthesize it. The reactants are: C([N:8]1[CH2:13][CH2:12][CH2:11][CH:10]([N:14]2[C:18]([C:19]3[CH:41]=[CH:40][C:22]4[C:23]5[N:24]([CH:28]=[C:29](C6N(C(C)C)N=C(C)N=6)[N:30]=5)[CH2:25][CH2:26][O:27][C:21]=4[CH:20]=3)=[CH:17][CH:16]=[N:15]2)[CH2:9]1)C1C=CC=CC=1.Cl.O1CCOCC1. (3) Given the product [OH:17][C:15]1[C:14]2[C:9](=[CH:10][N:11]=[CH:12][CH:13]=2)[NH:8][C:6](=[O:7])[C:5]=1[C:3]1[NH:26][C:21]2[CH:20]=[C:19]([CH3:18])[CH:24]=[CH:23][C:22]=2[N:25]=1, predict the reactants needed to synthesize it. The reactants are: CO[C:3]([CH2:5][C:6]([NH:8][C:9]1[CH:10]=[N:11][CH:12]=[CH:13][C:14]=1[C:15]([OH:17])=O)=[O:7])=O.[CH3:18][C:19]1[CH:24]=[CH:23][C:22]([NH2:25])=[C:21]([NH2:26])[CH:20]=1. (4) Given the product [CH2:28]([O:30][C:31]([C:33]1([C:36]2[CH:41]=[CH:40][C:39]([C:22]3[CH:23]=[CH:24][C:19]([C:18]4[O:17][N:16]=[C:15]([CH3:26])[C:14]=4[NH:13][C:12]([O:11][C@@H:9]([C:4]4[CH:5]=[CH:6][CH:7]=[CH:8][C:3]=4[C:1]#[N:2])[CH3:10])=[O:27])=[CH:20][CH:21]=3)=[CH:38][CH:37]=2)[CH2:34][CH2:35]1)=[O:32])[CH3:29], predict the reactants needed to synthesize it. The reactants are: [C:1]([C:3]1[CH:8]=[CH:7][CH:6]=[CH:5][C:4]=1[C@H:9]([O:11][C:12](=[O:27])[NH:13][C:14]1[C:15]([CH3:26])=[N:16][O:17][C:18]=1[C:19]1[CH:24]=[CH:23][C:22](Br)=[CH:21][CH:20]=1)[CH3:10])#[N:2].[CH2:28]([O:30][C:31]([C:33]1([C:36]2[CH:41]=[CH:40][C:39](B3OC(C)(C)C(C)(C)O3)=[CH:38][CH:37]=2)[CH2:35][CH2:34]1)=[O:32])[CH3:29]. (5) Given the product [Cl:10][C:11]1[CH:12]=[CH:13][C:14]2[N:15]([CH2:24][CH:26]3[O:28][CH2:27]3)[C:16]3[C:21]([C:22]=2[CH:23]=1)=[CH:20][CH:19]=[CH:18][CH:17]=3, predict the reactants needed to synthesize it. The reactants are: [OH-].[K+].S([O-])([O-])(=O)=O.[Na+].[Na+].[Cl:10][C:11]1[CH:12]=[CH:13][C:14]2[NH:15][C:16]3[C:21]([C:22]=2[CH:23]=1)=[CH:20][CH:19]=[CH:18][CH:17]=3.[CH2:24]([CH:26]1[O:28][CH2:27]1)Cl. (6) Given the product [Cl:1][C:2]1[CH:7]=[CH:6][C:5]([CH:8]([C:26]2[CH:27]=[N:28][N:29]([CH3:31])[CH:30]=2)[N:9]2[CH:14]=[CH:13][C:12]([C:15]3[CH:20]=[CH:19][N:18]=[C:17]([NH:39][CH:36]4[CH2:37][CH2:38][O:33][CH2:34][CH2:35]4)[N:16]=3)=[CH:11][C:10]2=[O:25])=[CH:4][C:3]=1[F:32], predict the reactants needed to synthesize it. The reactants are: [Cl:1][C:2]1[CH:7]=[CH:6][C:5]([CH:8]([C:26]2[CH:27]=[N:28][N:29]([CH3:31])[CH:30]=2)[N:9]2[CH:14]=[CH:13][C:12]([C:15]3[CH:20]=[CH:19][N:18]=[C:17](S(C)(=O)=O)[N:16]=3)=[CH:11][C:10]2=[O:25])=[CH:4][C:3]=1[F:32].[O:33]1[CH2:38][CH2:37][CH:36]([NH2:39])[CH2:35][CH2:34]1.